Predict the reaction yield, written as a fraction of the theoretical maximum amount of product (1.0 means a 100% yield; for example, 0.34 means a 34% yield). From a dataset of Reaction yield outcomes from USPTO patents with 853,638 reactions. The reactants are [Cl:1][C:2]1[CH:3]=[C:4]2[C:8](=[CH:9][CH:10]=1)[NH:7][CH:6]=[C:5]2[CH2:11][CH2:12][NH:13][C:14](=[O:23])[C:15]1[CH:20]=[CH:19][CH:18]=[C:17]([CH2:21]Cl)[CH:16]=1.[O:24]1[CH:28]=[CH:27][CH:26]=[C:25]1B(O)O.C(=O)([O-])[O-].[Na+].[Na+].[I-].[Na+]. The catalyst is C(COC)OC.O.C1C=CC([P]([Pd]([P](C2C=CC=CC=2)(C2C=CC=CC=2)C2C=CC=CC=2)([P](C2C=CC=CC=2)(C2C=CC=CC=2)C2C=CC=CC=2)[P](C2C=CC=CC=2)(C2C=CC=CC=2)C2C=CC=CC=2)(C2C=CC=CC=2)C2C=CC=CC=2)=CC=1. The product is [Cl:1][C:2]1[CH:3]=[C:4]2[C:8](=[CH:9][CH:10]=1)[NH:7][CH:6]=[C:5]2[CH2:11][CH2:12][NH:13][C:14](=[O:23])[C:15]1[CH:20]=[CH:19][CH:18]=[C:17]([CH2:21][C:25]2[O:24][CH:28]=[CH:27][CH:26]=2)[CH:16]=1. The yield is 0.320.